Predict the product of the given reaction. From a dataset of Forward reaction prediction with 1.9M reactions from USPTO patents (1976-2016). (1) Given the reactants Br[C:2]1[CH:3]=[C:4]([S:12]([NH:15][C:16]2[CH:25]=[CH:24][C:19]([C:20]([O:22]C)=[O:21])=[C:18]([OH:26])[CH:17]=2)(=[O:14])=[O:13])[CH:5]=[C:6]([C:8]([F:11])([F:10])[F:9])[CH:7]=1.[O:27]1[C:31]2[CH:32]=[CH:33][C:34](B(O)O)=[CH:35][C:30]=2[CH2:29][CH2:28]1, predict the reaction product. The product is: [O:27]1[C:31]2[CH:32]=[CH:33][C:34]([C:2]3[CH:3]=[C:4]([S:12]([NH:15][C:16]4[CH:25]=[CH:24][C:19]([C:20]([OH:22])=[O:21])=[C:18]([OH:26])[CH:17]=4)(=[O:13])=[O:14])[CH:5]=[C:6]([C:8]([F:11])([F:9])[F:10])[CH:7]=3)=[CH:35][C:30]=2[CH2:29][CH2:28]1. (2) The product is: [CH:45]1([NH:48][C:37]([NH:1][C:2]2[CH:31]=[CH:30][C:5]([O:6][C:7]3[CH:12]=[CH:11][N:10]=[C:9]4[CH:13]=[C:14]([C:16]5[CH:17]=[CH:18][C:19]([CH2:22][N:23]6[C:24](=[O:29])[CH2:25][CH2:26][C:27]6=[O:28])=[CH:20][N:21]=5)[S:15][C:8]=34)=[C:4]([F:32])[CH:3]=2)=[O:43])[CH2:47][CH2:46]1. Given the reactants [NH2:1][C:2]1[CH:31]=[CH:30][C:5]([O:6][C:7]2[CH:12]=[CH:11][N:10]=[C:9]3[CH:13]=[C:14]([C:16]4[N:21]=[CH:20][C:19]([CH2:22][N:23]5[C:27](=[O:28])[CH2:26][CH2:25][C:24]5=[O:29])=[CH:18][CH:17]=4)[S:15][C:8]=23)=[C:4]([F:32])[CH:3]=1.ClC(Cl)(O[C:37](=[O:43])OC(Cl)(Cl)Cl)Cl.[CH:45]1([NH2:48])[CH2:47][CH2:46]1, predict the reaction product. (3) Given the reactants [NH:1](C(OC(C)(C)C)=O)[C@H:2]([C:12]([NH:14][C@H:15]([C:25](ON1C(=O)CCC1=O)=[O:26])[CH2:16][CH2:17][C:18](=[O:24])[O:19]C(C)(C)C)=[O:13])[CH2:3][CH2:4][C:5](=[O:11])[O:6]C(C)(C)C.[NH2:42][C@H:43]([C:48]([OH:50])=[O:49])[C@H:44]([CH2:46][CH3:47])[CH3:45].[CH3:51][N:52]1[C@@H:69]2[CH2:70][C:57]3[CH:58]=[CH:59][C:60]([O:71][CH3:72])=[C:61]4[O:62][C@H:63]5[C:64]([CH2:66][CH2:67][C@@H:68]2[C@:55]5([C:56]=34)[CH2:54][CH2:53]1)=[O:65], predict the reaction product. The product is: [NH2:1][C@H:2]([C:12]([NH:14][C@H:15]([C:25]([NH:42][C@H:43]([C:48]([OH:50])=[O:49])[C@H:44]([CH2:46][CH3:47])[CH3:45])=[O:26])[CH2:16][CH2:17][C:18](=[O:19])[OH:24])=[O:13])[CH2:3][CH2:4][C:5](=[O:6])[OH:11].[CH3:51][N:52]1[C@@H:69]2[CH2:70][C:57]3[CH:58]=[CH:59][C:60]([O:71][CH3:72])=[C:61]4[O:62][C@H:63]5[C:64]([CH2:66][CH2:67][C@@H:68]2[C@:55]5([C:56]=34)[CH2:54][CH2:53]1)=[O:65]. (4) Given the reactants [CH:1]([C:3]1[CH:4]=[C:5]([B:9]([OH:11])[OH:10])[CH:6]=[CH:7][CH:8]=1)=[O:2].[CH3:12][C:13]([OH:19])([C:15]([CH3:18])(O)[CH3:16])[CH3:14], predict the reaction product. The product is: [CH3:12][C:13]1([CH3:14])[C:15]([CH3:18])([CH3:16])[O:11][B:9]([C:5]2[CH:6]=[CH:7][CH:8]=[C:3]([CH:1]3[O:19][C:13]([CH3:14])([CH3:12])[C:15]([CH3:18])([CH3:16])[O:2]3)[CH:4]=2)[O:10]1. (5) Given the reactants P(Cl)(Cl)(Cl)=O.[CH3:6][S:7]([C:10]1[CH:15]=[CH:14][CH:13]=[CH:12][C:11]=1[N:16]1[C:20]2=[N:21][CH:22]=[N:23][C:24]([OH:25])=[C:19]2[CH:18]=[N:17]1)(=[O:9])=[O:8].[H-].[Na+].O[C@@H:29]([CH2:40][O:41][CH:42]([CH3:44])[CH3:43])[C:30]([NH:32][C:33]1[CH:38]=[CH:37][C:36]([CH3:39])=[CH:35][N:34]=1)=[O:31], predict the reaction product. The product is: [CH:42]([O:41][CH2:40][C@H:29]([O:25][C:24]1[N:23]=[CH:22][N:21]=[C:20]2[N:16]([C:11]3[CH:12]=[CH:13][CH:14]=[CH:15][C:10]=3[S:7]([CH3:6])(=[O:9])=[O:8])[N:17]=[CH:18][C:19]=12)[C:30]([NH:32][C:33]1[CH:38]=[CH:37][C:36]([CH3:39])=[CH:35][N:34]=1)=[O:31])([CH3:44])[CH3:43]. (6) Given the reactants [C:1]([C:4]1[CH:13]=[CH:12][C:7]([C:8]([O:10][CH3:11])=[O:9])=[CH:6][CH:5]=1)(=[O:3])[CH3:2].[C:14]([Si](C)(C)C)([F:17])([F:16])[F:15].C1COCC1, predict the reaction product. The product is: [F:15][C:14]([F:17])([F:16])[C:1]([C:4]1[CH:13]=[CH:12][C:7]([C:8]([O:10][CH3:11])=[O:9])=[CH:6][CH:5]=1)([OH:3])[CH3:2]. (7) Given the reactants C(OC([NH:8][C@@H:9]([CH2:13][N:14]([C:21]1[CH:26]=[CH:25][CH:24]=[CH:23][CH:22]=1)[C:15]1[N:20]=[CH:19][CH:18]=[CH:17][N:16]=1)[C:10]([NH2:12])=[O:11])=O)(C)(C)C.[OH-].[K+], predict the reaction product. The product is: [NH2:8][C@@H:9]([CH2:13][N:14]([C:21]1[CH:26]=[CH:25][CH:24]=[CH:23][CH:22]=1)[C:15]1[N:16]=[CH:17][CH:18]=[CH:19][N:20]=1)[C:10]([NH2:12])=[O:11].